This data is from Forward reaction prediction with 1.9M reactions from USPTO patents (1976-2016). The task is: Predict the product of the given reaction. Given the reactants [CH3:1][O:2][C:3](=[O:12])[C:4]1[CH:9]=[CH:8][C:7](I)=[C:6]([OH:11])[CH:5]=1.[C:13]1([C:19]#[CH:20])[CH:18]=[CH:17][CH:16]=[CH:15][CH:14]=1.CN(C)C(=N)N(C)C.Cl, predict the reaction product. The product is: [CH3:1][O:2][C:3]([C:4]1[CH:9]=[CH:8][C:7]2[CH:20]=[C:19]([C:13]3[CH:18]=[CH:17][CH:16]=[CH:15][CH:14]=3)[O:11][C:6]=2[CH:5]=1)=[O:12].